Dataset: Forward reaction prediction with 1.9M reactions from USPTO patents (1976-2016). Task: Predict the product of the given reaction. (1) Given the reactants CS(O[CH:6]1[CH2:9][N:8]([C:10]2[O:11][CH:12]=[C:13]([C:15](=[O:35])[NH:16][C@@H:17]3[CH2:21][CH2:20][N:19]([C:22]([O:24][CH2:25][C:26]4[CH:31]=[CH:30][C:29]([N+:32]([O-:34])=[O:33])=[CH:28][CH:27]=4)=[O:23])[CH2:18]3)[N:14]=2)[CH2:7]1)(=O)=O.[C:36]([O-:39])(=[S:38])[CH3:37].[K+], predict the reaction product. The product is: [C:36]([S:38][CH:6]1[CH2:9][N:8]([C:10]2[O:11][CH:12]=[C:13]([C:15](=[O:35])[NH:16][C@@H:17]3[CH2:21][CH2:20][N:19]([C:22]([O:24][CH2:25][C:26]4[CH:31]=[CH:30][C:29]([N+:32]([O-:34])=[O:33])=[CH:28][CH:27]=4)=[O:23])[CH2:18]3)[N:14]=2)[CH2:7]1)(=[O:39])[CH3:37]. (2) Given the reactants [C:1]([NH2:5])([CH3:4])([CH3:3])[CH3:2].[F:6][C:7]1[CH:12]=[CH:11][C:10]([NH:13][C:14]([C:16]2[N:20]([CH3:21])[CH:19]=[C:18]([S:22](Cl)(=[O:24])=[O:23])[CH:17]=2)=[O:15])=[CH:9][C:8]=1[O:26][C:27]([F:30])([F:29])[F:28].O, predict the reaction product. The product is: [C:1]([NH:5][S:22]([C:18]1[CH:17]=[C:16]([C:14]([NH:13][C:10]2[CH:11]=[CH:12][C:7]([F:6])=[C:8]([O:26][C:27]([F:30])([F:29])[F:28])[CH:9]=2)=[O:15])[N:20]([CH3:21])[CH:19]=1)(=[O:24])=[O:23])([CH3:4])([CH3:3])[CH3:2]. (3) Given the reactants Cl.C1(C)C=CC=CC=1.C=[N:10][CH2:11][C:12]1[CH:13]=[CH:14][C:15]([Cl:18])=[N:16][CH:17]=1, predict the reaction product. The product is: [Cl:18][C:15]1[CH:14]=[CH:13][C:12]([CH2:11][NH2:10])=[CH:17][N:16]=1. (4) Given the reactants [C:1]1([S:11]([C:14]2[C:22]3[C:17](=[CH:18][CH:19]=[C:20]([NH2:23])[CH:21]=3)[NH:16][N:15]=2)(=[O:13])=[O:12])[C:10]2[C:5](=[CH:6][CH:7]=[CH:8][CH:9]=2)[CH:4]=[CH:3][CH:2]=1.C1(S[C:35]2[C:43]3C(=CC=C([N+]([O-])=O)C=3)N[N:36]=2)C2C(=CC=CC=2)C=CC=1.[Cl:47]C1C=C(C=CC=1)C(OO)=O.[Sn].[OH-].[Na+].C([O-])([O-])=O.[Na+].[Na+], predict the reaction product. The product is: [ClH:47].[ClH:47].[C:1]1([S:11]([C:14]2[C:22]3[C:17](=[CH:18][CH:19]=[C:20]([NH:23][CH2:43][CH2:35][NH2:36])[CH:21]=3)[NH:16][N:15]=2)(=[O:13])=[O:12])[C:10]2[C:5](=[CH:6][CH:7]=[CH:8][CH:9]=2)[CH:4]=[CH:3][CH:2]=1. (5) Given the reactants [CH3:1][O:2][C:3]1[CH:8]=[C:7]([O:9][CH3:10])[CH:6]=[CH:5][C:4]=1[NH:11][C:12](=[O:18])[O:13][C:14]([CH3:17])([CH3:16])[CH3:15].NCCCCN.CCCCCC.C([Li])CCC.[F:36]N(S(C1C=CC=CC=1)(=O)=O)S(C1C=CC=CC=1)(=O)=O.[Cl-].[NH4+], predict the reaction product. The product is: [F:36][C:5]1[CH:6]=[C:7]([O:9][CH3:10])[CH:8]=[C:3]([O:2][CH3:1])[C:4]=1[NH:11][C:12](=[O:18])[O:13][C:14]([CH3:15])([CH3:17])[CH3:16]. (6) Given the reactants [Cl:1][C:2]1[CH:24]=[C:23]([C:25]([NH:27][CH2:28][C:29]2[CH:34]=[CH:33][CH:32]=[C:31]([OH:35])[CH:30]=2)=[O:26])[CH:22]=[CH:21][C:3]=1[C:4]([NH:6][C@H:7]([C:17]([O:19]C)=[O:18])[CH2:8][NH:9][C:10]([C:12]1[S:13][CH:14]=[CH:15][CH:16]=1)=[O:11])=[O:5].O.[OH-].[Li+].O, predict the reaction product. The product is: [Cl:1][C:2]1[CH:24]=[C:23]([C:25]([NH:27][CH2:28][C:29]2[CH:34]=[CH:33][CH:32]=[C:31]([OH:35])[CH:30]=2)=[O:26])[CH:22]=[CH:21][C:3]=1[C:4]([NH:6][C@H:7]([C:17]([OH:19])=[O:18])[CH2:8][NH:9][C:10]([C:12]1[S:13][CH:14]=[CH:15][CH:16]=1)=[O:11])=[O:5].